Dataset: Forward reaction prediction with 1.9M reactions from USPTO patents (1976-2016). Task: Predict the product of the given reaction. (1) Given the reactants [NH2:1][C:2]1[C:10]2[C:9]([C:11]3[CH:16]=[CH:15][C:14]([Cl:17])=[C:13]([Cl:18])[CH:12]=3)=[N:8][C:7](S(C)=O)=[N:6][C:5]=2[S:4][C:3]=1[C:22]([NH2:24])=[O:23].[NH2:25][C@@H:26]([CH:29]([CH3:31])[CH3:30])[CH2:27][OH:28], predict the reaction product. The product is: [OH:28][CH2:27][C@H:26]([NH:25][C:7]1[N:8]=[C:9]([C:11]2[CH:16]=[CH:15][C:14]([Cl:17])=[C:13]([Cl:18])[CH:12]=2)[C:10]2[C:2]([NH2:1])=[C:3]([C:22]([NH2:24])=[O:23])[S:4][C:5]=2[N:6]=1)[CH:29]([CH3:31])[CH3:30]. (2) Given the reactants [CH2:1]([C:3]1[N:7]([C:8]2[N:16]=[C:15]3[C:11]([N:12]=[C:13]([CH:23]=O)[N:14]3[CH:17]3[CH2:22][CH2:21][CH2:20][CH2:19][O:18]3)=[C:10]([N:25]3[CH2:30][CH2:29][O:28][CH2:27][CH2:26]3)[N:9]=2)[C:6]2[CH:31]=[CH:32][CH:33]=[CH:34][C:5]=2[N:4]=1)[CH3:2].Cl.[O:36]1[CH2:41][CH2:40][CH:39]([CH:42]2[CH2:45][NH:44][CH2:43]2)[CH2:38][CH2:37]1.COC(OC)OC.C(O)(=O)C.C(O[BH-](OC(=O)C)OC(=O)C)(=O)C.[Na+], predict the reaction product. The product is: [CH2:1]([C:3]1[N:7]([C:8]2[N:16]=[C:15]3[C:11]([N:12]=[C:13]([CH2:23][N:44]4[CH2:45][CH:42]([CH:39]5[CH2:40][CH2:41][O:36][CH2:37][CH2:38]5)[CH2:43]4)[N:14]3[CH:17]3[CH2:22][CH2:21][CH2:20][CH2:19][O:18]3)=[C:10]([N:25]3[CH2:26][CH2:27][O:28][CH2:29][CH2:30]3)[N:9]=2)[C:6]2[CH:31]=[CH:32][CH:33]=[CH:34][C:5]=2[N:4]=1)[CH3:2]. (3) Given the reactants FC(F)(F)C(O)=O.C(OC([N:15]1[CH2:20][CH2:19][C:18]([CH2:23][N:24]([CH3:26])[CH3:25])([O:21][CH3:22])[CH2:17][CH2:16]1)=O)(C)(C)C, predict the reaction product. The product is: [CH3:22][O:21][C:18]1([CH2:23][N:24]([CH3:25])[CH3:26])[CH2:19][CH2:20][NH:15][CH2:16][CH2:17]1. (4) Given the reactants C(NC1C=C2C(=CC=1)OC(CC(O)=O)CC2)(=O)C.S(Cl)([Cl:21])=O.[Cl:23][C:24]1[CH:32]=[CH:31][C:30]([N+:33]([O-:35])=[O:34])=[CH:29][C:25]=1[C:26](O)=[O:27], predict the reaction product. The product is: [Cl:23][C:24]1[CH:32]=[CH:31][C:30]([N+:33]([O-:35])=[O:34])=[CH:29][C:25]=1[C:26]([Cl:21])=[O:27]. (5) Given the reactants [Cl:1][C:2]1[CH:7]=[C:6]([O:8][C:9]2[C:10]([CH3:18])=[N:11][C:12]([N+:15]([O-])=O)=[CH:13][CH:14]=2)[CH:5]=[CH:4][N:3]=1.O.O.[Sn](Cl)Cl.C([O-])(O)=O.[Na+], predict the reaction product. The product is: [Cl:1][C:2]1[CH:7]=[C:6]([O:8][C:9]2[CH:14]=[CH:13][C:12]([NH2:15])=[N:11][C:10]=2[CH3:18])[CH:5]=[CH:4][N:3]=1. (6) Given the reactants [C:1]([C:3]1[CH:4]=[C:5]([C:13]2[N:18]=[CH:17][C:16]([C:19]3[C:20]([CH2:33][CH3:34])=[C:21]([CH2:25][CH2:26][CH2:27][C:28]([O:30]CC)=[O:29])[CH:22]=[CH:23][CH:24]=3)=[CH:15][N:14]=2)[CH:6]=[CH:7][C:8]=1[O:9][CH:10]([CH3:12])[CH3:11])#[N:2].[OH-].[Na+], predict the reaction product. The product is: [C:1]([C:3]1[CH:4]=[C:5]([C:13]2[N:14]=[CH:15][C:16]([C:19]3[C:20]([CH2:33][CH3:34])=[C:21]([CH2:25][CH2:26][CH2:27][C:28]([OH:30])=[O:29])[CH:22]=[CH:23][CH:24]=3)=[CH:17][N:18]=2)[CH:6]=[CH:7][C:8]=1[O:9][CH:10]([CH3:12])[CH3:11])#[N:2]. (7) Given the reactants [N+:1]([C:4]1[CH:5]=[C:6]([N:10]2[CH2:15][CH2:14][NH:13][CH2:12][C:11]2=[O:16])[CH:7]=[CH:8][CH:9]=1)([O-:3])=[O:2].[CH3:17][C:18]([CH3:20])=O.C(O)(=O)C.C(O[BH-](OC(=O)C)OC(=O)C)(=O)C.[Na+], predict the reaction product. The product is: [CH:18]([N:13]1[CH2:14][CH2:15][N:10]([C:6]2[CH:7]=[CH:8][CH:9]=[C:4]([N+:1]([O-:3])=[O:2])[CH:5]=2)[C:11](=[O:16])[CH2:12]1)([CH3:20])[CH3:17].